From a dataset of Peptide-MHC class I binding affinity with 185,985 pairs from IEDB/IMGT. Regression. Given a peptide amino acid sequence and an MHC pseudo amino acid sequence, predict their binding affinity value. This is MHC class I binding data. (1) The peptide sequence is SIIIPFIAY. The MHC is HLA-A03:01 with pseudo-sequence HLA-A03:01. The binding affinity (normalized) is 0.259. (2) The peptide sequence is LMTAISQGI. The MHC is HLA-A33:01 with pseudo-sequence HLA-A33:01. The binding affinity (normalized) is 0.0460. (3) The peptide sequence is DWMDRIEEF. The MHC is HLA-B27:03 with pseudo-sequence HLA-B27:03. The binding affinity (normalized) is 0.0847. (4) The peptide sequence is GDLIDYEEL. The MHC is Mamu-A11 with pseudo-sequence Mamu-A11. The binding affinity (normalized) is 0.138. (5) The peptide sequence is FIFLLFLTL. The MHC is HLA-A68:02 with pseudo-sequence HLA-A68:02. The binding affinity (normalized) is 0.469. (6) The peptide sequence is FAISYCRAFI. The MHC is Mamu-B17 with pseudo-sequence Mamu-B17. The binding affinity (normalized) is 0.119. (7) The peptide sequence is TVMAFHLSTR. The MHC is HLA-A31:01 with pseudo-sequence HLA-A31:01. The binding affinity (normalized) is 0.836.